Dataset: Full USPTO retrosynthesis dataset with 1.9M reactions from patents (1976-2016). Task: Predict the reactants needed to synthesize the given product. (1) Given the product [N:63]1([CH2:72][C:73]2([OH:80])[CH2:78][CH2:77][CH2:76][C@@H:75]([NH:79][C:41]([C:38]3[CH:39]=[C:40]4[C:35](=[CH:36][CH:37]=3)[N:34]([C:44]([C:45]3[CH:46]=[CH:47][CH:48]=[CH:49][CH:50]=3)([C:51]3[CH:56]=[CH:55][CH:54]=[CH:53][CH:52]=3)[C:57]3[CH:58]=[CH:59][CH:60]=[CH:61][CH:62]=3)[N:33]=[C:32]4[C:30]3[CH:29]=[CH:28][N:27]=[C:26]([CH3:25])[CH:31]=3)=[O:42])[CH2:74]2)[C:71]2[C:66](=[CH:67][CH:68]=[CH:69][CH:70]=2)[CH:65]=[N:64]1, predict the reactants needed to synthesize it. The reactants are: F[P-](F)(F)(F)(F)F.N1(OC(N(C)C)=[N+](C)C)C2N=CC=CC=2N=N1.[CH3:25][C:26]1[CH:31]=[C:30]([C:32]2[C:40]3[C:35](=[CH:36][CH:37]=[C:38]([C:41](O)=[O:42])[CH:39]=3)[N:34]([C:44]([C:57]3[CH:62]=[CH:61][CH:60]=[CH:59][CH:58]=3)([C:51]3[CH:56]=[CH:55][CH:54]=[CH:53][CH:52]=3)[C:45]3[CH:50]=[CH:49][CH:48]=[CH:47][CH:46]=3)[N:33]=2)[CH:29]=[CH:28][N:27]=1.[N:63]1([CH2:72][C:73]2([OH:80])[CH2:78][CH2:77][CH2:76][CH:75]([NH2:79])[CH2:74]2)[C:71]2[C:66](=[CH:67][CH:68]=[CH:69][CH:70]=2)[CH:65]=[N:64]1.C(N(C(C)C)CC)(C)C. (2) Given the product [CH2:33]([CH:40]1[CH2:45][CH2:44][CH2:43][CH2:42][N:41]1[C:4]1[N:12]([CH2:13][C:14]2[CH:19]=[CH:18][C:17]([C:20]([F:21])([F:22])[F:23])=[CH:16][CH:15]=2)[C:11]2[C:6](=[N:7][C:8]([C:31]#[N:32])=[N:9][C:10]=2[NH:24][C@@H:25]([CH:27]2[CH2:28][CH2:29][CH2:30]2)[CH3:26])[N:5]=1)[C:34]1[CH:39]=[CH:38][CH:37]=[CH:36][CH:35]=1, predict the reactants needed to synthesize it. The reactants are: [F-].[Cs+].Br[C:4]1[N:12]([CH2:13][C:14]2[CH:19]=[CH:18][C:17]([C:20]([F:23])([F:22])[F:21])=[CH:16][CH:15]=2)[C:11]2[C:6](=[N:7][C:8]([C:31]#[N:32])=[N:9][C:10]=2[NH:24][C@@H:25]([CH:27]2[CH2:30][CH2:29][CH2:28]2)[CH3:26])[N:5]=1.[CH2:33]([CH:40]1[CH2:45][CH2:44][CH2:43][CH2:42][NH:41]1)[C:34]1[CH:39]=[CH:38][CH:37]=[CH:36][CH:35]=1. (3) Given the product [Cl:17][C:14]1[CH:15]=[CH:16][C:11]([NH:10][C:8](=[O:9])[C:7]2[CH:24]=[CH:25][C:26]([CH2:27][S:28]([CH3:31])(=[O:30])=[O:29])=[C:5]([O:4][CH2:3][CH2:2][N:39]3[CH2:44][CH2:43][CH2:42][CH2:41][CH2:40]3)[CH:6]=2)=[CH:12][C:13]=1[C:18]1[CH:23]=[CH:22][CH:21]=[CH:20][N:19]=1, predict the reactants needed to synthesize it. The reactants are: Br[CH2:2][CH2:3][O:4][C:5]1[CH:6]=[C:7]([CH:24]=[CH:25][C:26]=1[CH2:27][S:28]([CH3:31])(=[O:30])=[O:29])[C:8]([NH:10][C:11]1[CH:16]=[CH:15][C:14]([Cl:17])=[C:13]([C:18]2[CH:23]=[CH:22][CH:21]=[CH:20][N:19]=2)[CH:12]=1)=[O:9].C(N(CC)CC)C.[NH:39]1[CH2:44][CH2:43][CH2:42][CH2:41][CH2:40]1.C(N(C(C)C)C(C)C)C. (4) Given the product [CH3:24][C:9]1([CH3:25])[CH2:8][C:13]2[C:12](=[CH:7][CH:6]=[C:5]([C:3]([O:2][CH3:1])=[O:4])[CH:14]=2)[NH:11][CH:10]1[C:15]1[CH:23]=[CH:22][CH:21]=[C:17]([C:18](=[O:19])[NH:49][CH:50]2[CH2:54][CH2:53][O:52][CH2:51]2)[CH:16]=1, predict the reactants needed to synthesize it. The reactants are: [CH3:1][O:2][C:3]([C:5]1[CH:6]=[C:7]2[C:12](=[CH:13][CH:14]=1)[NH:11][CH:10]([C:15]1[CH:16]=[C:17]([CH:21]=[CH:22][CH:23]=1)[C:18](O)=[O:19])[C:9]([CH3:25])([CH3:24])[CH2:8]2)=[O:4].ON1C2C=CC=CC=2N=N1.CN(C)CCCN=C=NCC.Cl.C[N:49]1[CH2:54][CH2:53][O:52][CH2:51][CH2:50]1.O1CCC(N)C1. (5) Given the product [CH3:23][O:22][C:10]1[CH:9]=[CH:8][C:7]2[CH2:20][C@H:19]3[NH:2][CH2:3][CH2:4][C@:5]45[C@H:13]([C:14]([CH2:16][CH2:17][C@@:18]34[OH:21])=[O:15])[O:12][C:11]=1[C:6]=25, predict the reactants needed to synthesize it. The reactants are: C[N:2]1[C@@H:19]2[CH2:20][C:7]3[CH:8]=[CH:9][C:10]([O:22][CH3:23])=[C:11]4[O:12][C@H:13]5[C:14]([CH2:16][CH2:17][C@:18]2([OH:21])[C@:5]5([C:6]=34)[CH2:4][CH2:3]1)=[O:15].C([O-])([O-])=O.[Na+].[Na+].CC(Cl)OC(Cl)=O. (6) Given the product [NH2:17][CH:18]([C:23]1[CH:28]=[CH:27][C:26]([O:29][CH3:30])=[C:25]([O:31][CH:32]2[CH2:33][CH2:34][CH2:35][CH2:36]2)[CH:24]=1)[CH2:19][C:20]([O:22][CH3:2])=[O:21], predict the reactants needed to synthesize it. The reactants are: N[CH:2](C1C=CC(OC)=C(OC)C=1)CC(O)=O.[NH2:17][CH:18]([C:23]1[CH:28]=[CH:27][C:26]([O:29][CH3:30])=[C:25]([O:31][CH:32]2[CH2:36][CH2:35][CH2:34][CH2:33]2)[CH:24]=1)[CH2:19][C:20]([OH:22])=[O:21]. (7) Given the product [OH:1][CH2:2][C:3]([C@H:5]([C@@H:7]([C@H:9]([CH2:11][OH:12])[OH:10])[OH:8])[OH:6])=[O:4], predict the reactants needed to synthesize it. The reactants are: [OH:1][CH2:2][C@@H:3]([C@H:5]([C@@H:7]([C@@H:9]([CH2:11][OH:12])[OH:10])[OH:8])[OH:6])[OH:4].C(O)[C@@H]([C@H]([C@@H]([C@H](CO)O)O)O)O. (8) Given the product [CH3:23][O:22][C:16]1[N:17]=[C:18]([O:20][CH3:21])[N:19]=[C:14]([CH:5]2[C:4]3[C:8](=[C:9]([F:11])[CH:10]=[C:2]([F:1])[CH:3]=3)[NH:7][C:6]2=[O:12])[N:15]=1, predict the reactants needed to synthesize it. The reactants are: [F:1][C:2]1[CH:3]=[C:4]2[C:8](=[C:9]([F:11])[CH:10]=1)[NH:7][C:6](=[O:12])[CH2:5]2.Cl[C:14]1[N:19]=[C:18]([O:20][CH3:21])[N:17]=[C:16]([O:22][CH3:23])[N:15]=1. (9) Given the product [N:1]1[CH:6]=[CH:5][CH:4]=[N:3][C:2]=1[C@@H:7]([NH:8][S@:9]([C:11]([CH3:14])([CH3:13])[CH3:12])=[O:10])[CH2:15][CH3:16].[N:1]1[CH:6]=[CH:5][CH:4]=[N:3][C:2]=1[C@H:7]([NH:8][S@:9]([C:11]([CH3:14])([CH3:13])[CH3:12])=[O:10])[CH2:15][CH3:16], predict the reactants needed to synthesize it. The reactants are: [N:1]1[CH:6]=[CH:5][CH:4]=[N:3][C:2]=1[CH:7]=[N:8][S@:9]([C:11]([CH3:14])([CH3:13])[CH3:12])=[O:10].[CH2:15]([Mg]Br)[CH3:16].C(=O)([O-])O.[Na+]. (10) Given the product [CH3:42][C:43]1[C:44]([N:50]2[CH2:51][CH2:52][N:53]([C:56]([C:58]3[CH:63]=[CH:62][C:61]([N:64]4[CH:68]([CH3:69])[C:67](=[O:70])[NH:66][C:65]4=[O:80])=[CH:60][C:59]=3[F:81])=[O:57])[CH2:54][CH2:55]2)=[N:45][CH:46]=[C:47]([CH3:49])[CH:48]=1, predict the reactants needed to synthesize it. The reactants are: BrC1C=CC(C(N2CCN(C3C(C)=CC(C)=CN=3)CC2)=O)=C(F)C=1.COC1C=CC(CN2C(=O)C(C)NC2=O)=CC=1.[CH3:42][C:43]1[C:44]([N:50]2[CH2:55][CH2:54][N:53]([C:56]([C:58]3[CH:63]=[CH:62][C:61]([N:64]4[CH:68]([CH3:69])[C:67](=[O:70])[N:66](CC5C=CC(OC)=CC=5)[C:65]4=[O:80])=[CH:60][C:59]=3[F:81])=[O:57])[CH2:52][CH2:51]2)=[N:45][CH:46]=[C:47]([CH3:49])[CH:48]=1.